The task is: Predict which catalyst facilitates the given reaction.. This data is from Catalyst prediction with 721,799 reactions and 888 catalyst types from USPTO. (1) Reactant: O1CCCC1.B.[CH:7]1([C:14](O)=[O:15])[CH2:13][CH2:12][CH2:11][CH2:10][CH2:9][CH2:8]1. Product: [CH:7]1([CH2:14][OH:15])[CH2:13][CH2:12][CH2:11][CH2:10][CH2:9][CH2:8]1. The catalyst class is: 7. (2) Reactant: [F:1][C:2]1[CH:7]=[C:6]([F:8])[CH:5]=[CH:4][C:3]=1[O:9][CH3:10].C([N-]C(C)C)(C)C.[Li+].[CH3:19][Si:20]([CH3:37])([CH3:36])[CH2:21][CH2:22][O:23][CH2:24][N:25]1[C:29]2[CH:30]=[CH:31][CH:32]=[CH:33][C:28]=2[N:27]=[C:26]1[CH:34]=[O:35]. Product: [F:1][C:2]1[C:3]([O:9][CH3:10])=[CH:4][CH:5]=[C:6]([F:8])[C:7]=1[CH:34]([C:26]1[N:25]([CH2:24][O:23][CH2:22][CH2:21][Si:20]([CH3:36])([CH3:37])[CH3:19])[C:29]2[CH:30]=[CH:31][CH:32]=[CH:33][C:28]=2[N:27]=1)[OH:35]. The catalyst class is: 7.